From a dataset of Peptide-MHC class II binding affinity with 134,281 pairs from IEDB. Regression. Given a peptide amino acid sequence and an MHC pseudo amino acid sequence, predict their binding affinity value. This is MHC class II binding data. (1) The binding affinity (normalized) is 0.406. The peptide sequence is INEPTAAAIAYGQDR. The MHC is HLA-DQA10401-DQB10402 with pseudo-sequence HLA-DQA10401-DQB10402. (2) The binding affinity (normalized) is 0.426. The peptide sequence is AAKEDFLGCLVKEIP. The MHC is HLA-DPA10201-DPB10501 with pseudo-sequence HLA-DPA10201-DPB10501. (3) The binding affinity (normalized) is 0.683. The peptide sequence is LVGPTPVNIIGRNILTQIGC. The MHC is DRB1_1302 with pseudo-sequence DRB1_1302. (4) The peptide sequence is SLLNNQFGTMPSLTM. The MHC is DRB1_0802 with pseudo-sequence DRB1_0802. The binding affinity (normalized) is 0.466. (5) The peptide sequence is NAGFKAAVAAAAVVP. The MHC is DRB1_0802 with pseudo-sequence DRB1_0802. The binding affinity (normalized) is 0.771. (6) The peptide sequence is DTEDVQTPGVCKELL. The MHC is DRB1_0101 with pseudo-sequence DRB1_0101. The binding affinity (normalized) is 0.369. (7) The peptide sequence is SVLLVVALFAVFLGS. The MHC is DRB3_0202 with pseudo-sequence DRB3_0202. The binding affinity (normalized) is 0.0430.